From a dataset of Peptide-MHC class II binding affinity with 134,281 pairs from IEDB. Regression. Given a peptide amino acid sequence and an MHC pseudo amino acid sequence, predict their binding affinity value. This is MHC class II binding data. (1) The peptide sequence is PGGYCLERWMLVAGD. The MHC is DRB1_0101 with pseudo-sequence DRB1_0101. The binding affinity (normalized) is 0.631. (2) The peptide sequence is VLMEWLKTRPILSPL. The MHC is HLA-DPA10301-DPB10402 with pseudo-sequence HLA-DPA10301-DPB10402. The binding affinity (normalized) is 0.390. (3) The peptide sequence is LMALLTPVTMAEVRL. The MHC is DRB3_0202 with pseudo-sequence DRB3_0202. The binding affinity (normalized) is 0. (4) The peptide sequence is IKSDKPLKGPFNFRF. The MHC is DRB1_1001 with pseudo-sequence DRB1_1001. The binding affinity (normalized) is 0.413. (5) The peptide sequence is GLDFSEVSNVQRLMR. The MHC is DRB1_1501 with pseudo-sequence DRB1_1501. The binding affinity (normalized) is 0.0808. (6) The peptide sequence is HLAEGKVDTGVAVSR. The MHC is DRB3_0301 with pseudo-sequence DRB3_0301. The binding affinity (normalized) is 0.714. (7) The peptide sequence is FPDRASIIRLVGAVL. The MHC is HLA-DQA10501-DQB10201 with pseudo-sequence HLA-DQA10501-DQB10201. The binding affinity (normalized) is 0.438. (8) The peptide sequence is GELQIVDKIDAAFKQ. The MHC is DRB1_0401 with pseudo-sequence DRB1_0401. The binding affinity (normalized) is 0.646. (9) The peptide sequence is TKGEGGVWTFDSEEP. The MHC is HLA-DPA10201-DPB10101 with pseudo-sequence HLA-DPA10201-DPB10101. The binding affinity (normalized) is 0.158. (10) The MHC is DRB3_0202 with pseudo-sequence DRB3_0202. The binding affinity (normalized) is 0.924. The peptide sequence is YDKFLANVSTVLMGK.